Dataset: Full USPTO retrosynthesis dataset with 1.9M reactions from patents (1976-2016). Task: Predict the reactants needed to synthesize the given product. Given the product [F:11][C:10]([F:12])([F:13])[CH2:9][C@@H:8]([CH3:14])[C@@H:4]([C:5]([OH:7])=[O:6])[NH2:1], predict the reactants needed to synthesize it. The reactants are: [N:1]([C@@H:4]([C@H:8]([CH3:14])[CH2:9][C:10]([F:13])([F:12])[F:11])[C:5]([OH:7])=[O:6])=[N+]=[N-].C(O)(=O)C.